From a dataset of Catalyst prediction with 721,799 reactions and 888 catalyst types from USPTO. Predict which catalyst facilitates the given reaction. (1) Reactant: C([O:3][C:4]([C:6]1[C:7]2[O:14][C:13]([C:15](=[O:19])[N:16]([CH3:18])[CH3:17])=[C:12]([NH:20][C:21]3[CH:26]=[CH:25][C:24]([I:27])=[CH:23][C:22]=3[F:28])[C:8]=2[CH:9]=[N:10][CH:11]=1)=O)C.C([BH-](CC)CC)C.[Li+].[Cl-].[NH4+]. Product: [CH3:17][N:16]([CH3:18])[C:15]([C:13]1[O:14][C:7]2[C:6]([CH2:4][OH:3])=[CH:11][N:10]=[CH:9][C:8]=2[C:12]=1[NH:20][C:21]1[CH:26]=[CH:25][C:24]([I:27])=[CH:23][C:22]=1[F:28])=[O:19]. The catalyst class is: 1. (2) Reactant: [Cl:1][C:2]1[CH:7]=[CH:6][C:5]([S:8]([CH:11]([C:15]2[CH:20]=[C:19]([F:21])[CH:18]=[CH:17][C:16]=2[F:22])[CH2:12][CH:13]=[CH2:14])(=[O:10])=[O:9])=[CH:4][CH:3]=1.[H-].[Na+].[CH3:25]I.CO. Product: [Cl:1][C:2]1[CH:3]=[CH:4][C:5]([S:8]([C:11]([C:15]2[CH:20]=[C:19]([F:21])[CH:18]=[CH:17][C:16]=2[F:22])([CH3:25])[CH2:12][CH:13]=[CH2:14])(=[O:10])=[O:9])=[CH:6][CH:7]=1. The catalyst class is: 30. (3) Reactant: [CH3:1][CH2:2][C:3]1[C:12]2[CH2:13][N:14]3[C:19](=[O:20])[C:18]4[CH2:21][O:22][C:23]([C@:25]([OH:28])([CH2:26][CH3:27])[C:17]=4[CH:16]=[C:15]3[C:11]=2[N:10]=[C:9]2[C:4]=1[CH:5]=[C:6]([O:29][C:30]([N:32]1[CH2:37][CH2:36][CH:35]([N:38]3[CH2:43][CH2:42][CH2:41][CH2:40][CH2:39]3)[CH2:34][CH2:33]1)=[O:31])[CH:7]=[CH:8]2)=[O:24].[ClH:44]. Product: [CH3:1][CH2:2][C:3]1[C:12]2[CH2:13][N:14]3[C:19](=[O:20])[C:18]4[CH2:21][O:22][C:23]([C@:25]([OH:28])([CH2:26][CH3:27])[C:17]=4[CH:16]=[C:15]3[C:11]=2[N:10]=[C:9]2[C:4]=1[CH:5]=[C:6]([O:29][C:30]([N:32]1[CH2:33][CH2:34][CH:35]([N:38]3[CH2:43][CH2:42][CH2:41][CH2:40][CH2:39]3)[CH2:36][CH2:37]1)=[O:31])[CH:7]=[CH:8]2)=[O:24].[OH2:20].[OH2:20].[OH2:20].[ClH:44]. The catalyst class is: 6. (4) Reactant: [C:1](=[O:22])(OC1C=CC([N+]([O-])=O)=CC=1)[O:2][CH2:3][C:4]1[CH:9]=[C:8]([CH3:10])[N:7]=[C:6]([CH3:11])[CH:5]=1.C(N(CC)CC)C.[C:30]([N:33]1[CH2:38][CH2:37][NH:36][CH2:35][CH2:34]1)(=[O:32])[CH3:31].[ClH:39].CCOCC. Product: [ClH:39].[C:30]([N:33]1[CH2:38][CH2:37][N:36]([C:1]([O:2][CH2:3][C:4]2[CH:5]=[C:6]([CH3:11])[N:7]=[C:8]([CH3:10])[CH:9]=2)=[O:22])[CH2:35][CH2:34]1)(=[O:32])[CH3:31]. The catalyst class is: 3. (5) Reactant: [OH:1][CH2:2][CH2:3][CH2:4][CH2:5][CH2:6][CH2:7][NH:8][C:9](=[O:15])[O:10][C:11]([CH3:14])([CH3:13])[CH3:12].C1C=C[NH+]=CC=1.[O-][Cr](Cl)(=O)=O. Product: [O:1]=[CH:2][CH2:3][CH2:4][CH2:5][CH2:6][CH2:7][NH:8][C:9](=[O:15])[O:10][C:11]([CH3:13])([CH3:12])[CH3:14]. The catalyst class is: 2. (6) Reactant: [CH:1]1([CH2:4][O:5][C@H:6]2[CH2:11][CH2:10][C@H:9]([N:12]3[CH2:17][CH2:16][CH:15]([NH:18]C(=O)OC(C)(C)C)[CH2:14][CH2:13]3)[CH2:8][CH2:7]2)[CH2:3][CH2:2]1.C(O)C.[ClH:29]. Product: [ClH:29].[ClH:29].[CH:1]1([CH2:4][O:5][C@H:6]2[CH2:7][CH2:8][C@H:9]([N:12]3[CH2:17][CH2:16][CH:15]([NH2:18])[CH2:14][CH2:13]3)[CH2:10][CH2:11]2)[CH2:2][CH2:3]1. The catalyst class is: 5. (7) Reactant: [CH2:1]([NH:8][CH2:9][CH2:10][CH2:11][OH:12])[C:2]1[CH:7]=[CH:6][CH:5]=[CH:4][CH:3]=1.[CH2:13]([O:20][CH2:21][C@@H:22]1[CH2:24][O:23]1)[C:14]1[CH:19]=[CH:18][CH:17]=[CH:16][CH:15]=1. Product: [CH2:1]([N:8]([CH2:24][C@H:22]([OH:23])[CH2:21][O:20][CH2:13][C:14]1[CH:19]=[CH:18][CH:17]=[CH:16][CH:15]=1)[CH2:9][CH2:10][CH2:11][OH:12])[C:2]1[CH:7]=[CH:6][CH:5]=[CH:4][CH:3]=1. The catalyst class is: 41.